From a dataset of Catalyst prediction with 721,799 reactions and 888 catalyst types from USPTO. Predict which catalyst facilitates the given reaction. (1) Reactant: C(=O)([O-])[O-].[K+].[K+].[OH:7][C:8]1[CH:12]=[C:11]([CH3:13])[NH:10][N:9]=1.F[C:15]1[CH:16]=[CH:17][C:18]([N+:25]([O-:27])=[O:26])=[C:19]([C:21]([F:24])([F:23])[F:22])[CH:20]=1.Cl. Product: [CH3:13][C:11]1[NH:10][N:9]=[C:8]([O:7][C:15]2[CH:16]=[CH:17][C:18]([N+:25]([O-:27])=[O:26])=[C:19]([C:21]([F:22])([F:24])[F:23])[CH:20]=2)[CH:12]=1. The catalyst class is: 3. (2) Reactant: [CH:1]1([C:4]2[N:8]([C:9]3[CH:14]=[CH:13][C:12]([NH:15][C:16]([C:18]4[CH:23]=[CH:22][N:21]=[CH:20][CH:19]=4)=[O:17])=[CH:11][CH:10]=3)[N:7]=[C:6]([C:24]([F:27])([F:26])[F:25])[CH:5]=2)[CH2:3][CH2:2]1.N1C=CC(C(O)=O)=CC=1.[ClH:37]. Product: [ClH:37].[CH:1]1([C:4]2[N:8]([C:9]3[CH:10]=[CH:11][C:12]([NH:15][C:16]([C:18]4[CH:19]=[CH:20][N:21]=[CH:22][CH:23]=4)=[O:17])=[CH:13][CH:14]=3)[N:7]=[C:6]([C:24]([F:25])([F:26])[F:27])[CH:5]=2)[CH2:3][CH2:2]1. The catalyst class is: 165. (3) Product: [N:2]1([CH2:9][C:10]([O:12][C:13]([CH3:16])([CH3:15])[CH3:14])=[O:11])[CH2:5][CH2:4][CH2:3]1. Reactant: Cl.[NH:2]1[CH2:5][CH2:4][CH2:3]1.[OH-].[Na+].Br[CH2:9][C:10]([O:12][C:13]([CH3:16])([CH3:15])[CH3:14])=[O:11].C(OCC)(=O)C. The catalyst class is: 30. (4) Reactant: [Cl:1][C:2]1[CH:3]=[CH:4][C:5]2[O:9][C:8]([C:10]([OH:12])=O)=[C:7]([CH3:13])[C:6]=2[C:14]=1[O:15][CH:16]([CH3:18])[CH3:17].[C:19]([O:23][C:24](=[O:46])[C@@H:25]([NH:29][S:30]([C:33]1[CH:38]=[CH:37][C:36]([C:39]2[CH:44]=[CH:43][C:42]([NH2:45])=[CH:41][CH:40]=2)=[CH:35][CH:34]=1)(=[O:32])=[O:31])[CH:26]([CH3:28])[CH3:27])([CH3:22])([CH3:21])[CH3:20].F[P-](F)(F)(F)(F)F.N1(O[P+](N(C)C)(N(C)C)N(C)C)C2C=CC=CC=2N=N1.C(N(CC)C(C)C)(C)C. Product: [C:19]([O:23][C:24](=[O:46])[C@@H:25]([NH:29][S:30]([C:33]1[CH:34]=[CH:35][C:36]([C:39]2[CH:40]=[CH:41][C:42]([NH:45][C:10]([C:8]3[O:9][C:5]4[CH:4]=[CH:3][C:2]([Cl:1])=[C:14]([O:15][CH:16]([CH3:18])[CH3:17])[C:6]=4[C:7]=3[CH3:13])=[O:12])=[CH:43][CH:44]=2)=[CH:37][CH:38]=1)(=[O:32])=[O:31])[CH:26]([CH3:28])[CH3:27])([CH3:21])([CH3:22])[CH3:20]. The catalyst class is: 650. (5) Reactant: [CH:1]1([NH:5][S:6](Cl)(=[O:8])=[O:7])[CH2:4][CH2:3][CH2:2]1.[CH2:10]([N:12]1[C:16]([C:17]2[CH:18]=[C:19]([C:23]([NH2:26])([CH3:25])[CH3:24])[CH:20]=[CH:21][CH:22]=2)=[CH:15][C:14]([O:27][C:28]2[CH:33]=[CH:32][C:31]([C:34]([F:37])([F:36])[F:35])=[CH:30][CH:29]=2)=[N:13]1)[CH3:11].C(N(CC)CC)C. Product: [CH:1]1([NH:5][S:6]([NH:26][C:23]([C:19]2[CH:20]=[CH:21][CH:22]=[C:17]([C:16]3[N:12]([CH2:10][CH3:11])[N:13]=[C:14]([O:27][C:28]4[CH:29]=[CH:30][C:31]([C:34]([F:36])([F:37])[F:35])=[CH:32][CH:33]=4)[CH:15]=3)[CH:18]=2)([CH3:25])[CH3:24])(=[O:8])=[O:7])[CH2:4][CH2:3][CH2:2]1. The catalyst class is: 4. (6) Reactant: C(OC([N:8]1[CH2:13][CH2:12][N:11]([C:14]([C:16]2[C:20]3=[N:21][CH:22]=[CH:23][CH:24]=[C:19]3[N:18]([C:25]3[CH:30]=[CH:29][CH:28]=[CH:27][CH:26]=3)[C:17]=2[O:31][C:32]2[CH:37]=[CH:36][CH:35]=[CH:34][C:33]=2[CH3:38])=[O:15])[CH2:10][CH2:9]1)=O)(C)(C)C.[C:39]([OH:45])([C:41]([F:44])([F:43])[F:42])=[O:40]. Product: [C:25]1([N:18]2[C:19]3[C:20](=[N:21][CH:22]=[CH:23][CH:24]=3)[C:16]([C:14]([N:11]3[CH2:10][CH2:9][NH:8][CH2:13][CH2:12]3)=[O:15])=[C:17]2[O:31][C:32]2[CH:37]=[CH:36][CH:35]=[CH:34][C:33]=2[CH3:38])[CH:30]=[CH:29][CH:28]=[CH:27][CH:26]=1.[F:42][C:41]([F:44])([F:43])[C:39]([OH:45])=[O:40]. The catalyst class is: 2. (7) Reactant: [F:1][C:2]([F:27])([F:26])[O:3][C:4]1[CH:9]=[CH:8][C:7]([NH:10][C:11](=[O:25])[C:12]2[CH:13]=[C:14]([CH:20]=[CH:21][C:22]=2[O:23][CH3:24])[C:15]([O:17]CC)=[O:16])=[CH:6][CH:5]=1.[OH-].[K+].Cl. Product: [F:1][C:2]([F:26])([F:27])[O:3][C:4]1[CH:9]=[CH:8][C:7]([NH:10][C:11](=[O:25])[C:12]2[CH:13]=[C:14]([CH:20]=[CH:21][C:22]=2[O:23][CH3:24])[C:15]([OH:17])=[O:16])=[CH:6][CH:5]=1. The catalyst class is: 5. (8) Reactant: [Cl:1][C:2]1[N:7]=[CH:6][C:5]([S:8](Cl)(=[O:10])=[O:9])=[CH:4][CH:3]=1.[NH2:12][CH:13]1[CH2:18][CH2:17][N:16]([C:19]([O:21][C:22]([CH3:25])([CH3:24])[CH3:23])=[O:20])[CH2:15][CH2:14]1.C(N(CC)CC)C. Product: [Cl:1][C:2]1[N:7]=[CH:6][C:5]([S:8]([NH:12][CH:13]2[CH2:14][CH2:15][N:16]([C:19]([O:21][C:22]([CH3:25])([CH3:24])[CH3:23])=[O:20])[CH2:17][CH2:18]2)(=[O:10])=[O:9])=[CH:4][CH:3]=1. The catalyst class is: 2. (9) Reactant: [NH2:1][C:2]1[CH:7]=[CH:6][C:5]([C:8]2[C:9]([NH2:23])=[N:10][CH:11]=[C:12](B3OC(C)(C)C(C)(C)O3)[N:13]=2)=[CH:4][CH:3]=1.C([O-])([O-])=O.[Na+].[Na+].Br[C:31]1[C:32]([F:44])=[C:33]([CH:41]=[CH:42][CH:43]=1)[O:34][CH:35]1[CH2:40][CH2:39][O:38][CH2:37][CH2:36]1.O. Product: [NH2:1][C:2]1[CH:3]=[CH:4][C:5]([C:8]2[C:9]([NH2:23])=[N:10][CH:11]=[C:12]([C:31]3[CH:43]=[CH:42][CH:41]=[C:33]([O:34][CH:35]4[CH2:40][CH2:39][O:38][CH2:37][CH2:36]4)[C:32]=3[F:44])[N:13]=2)=[CH:6][CH:7]=1. The catalyst class is: 77.